This data is from Full USPTO retrosynthesis dataset with 1.9M reactions from patents (1976-2016). The task is: Predict the reactants needed to synthesize the given product. (1) Given the product [CH3:30][C:27]1[CH:28]=[CH:29][N:16]2[C:17]=1[C:18](=[O:26])[N:19]([C:20]1[CH:25]=[CH:24][CH:23]=[CH:22][CH:21]=1)[C:14]([C@@H:12]([NH:11][C:9]1[C:10]3[C:2]([C:50]4[CH:51]=[CH:52][CH:53]=[C:48]([S:45]([N:42]5[CH2:43][CH2:44][O:39][CH2:40][CH2:41]5)(=[O:47])=[O:46])[CH:49]=4)=[CH:3][N:4]([CH2:31][O:32][CH2:33][CH2:34][Si:35]([CH3:38])([CH3:37])[CH3:36])[C:5]=3[N:6]=[CH:7][N:8]=1)[CH3:13])=[N:15]2, predict the reactants needed to synthesize it. The reactants are: Br[C:2]1[C:10]2[C:9]([NH:11][C@H:12]([C:14]3[N:19]([C:20]4[CH:25]=[CH:24][CH:23]=[CH:22][CH:21]=4)[C:18](=[O:26])[C:17]4=[C:27]([CH3:30])[CH:28]=[CH:29][N:16]4[N:15]=3)[CH3:13])=[N:8][CH:7]=[N:6][C:5]=2[N:4]([CH2:31][O:32][CH2:33][CH2:34][Si:35]([CH3:38])([CH3:37])[CH3:36])[CH:3]=1.[O:39]1[CH2:44][CH2:43][N:42]([S:45]([C:48]2[CH:49]=[C:50](B(O)O)[CH:51]=[CH:52][CH:53]=2)(=[O:47])=[O:46])[CH2:41][CH2:40]1.C(=O)([O-])[O-].[Na+].[Na+]. (2) Given the product [C:16]([O:20][N:21]1[C:2]2[C:11]3[CH:10]=[CH:9][CH:8]=[CH:7][C:6]=3[N:5]=[CH:4][C:3]=2[N:12]=[CH:13]1)([CH3:19])([CH3:18])[CH3:17], predict the reactants needed to synthesize it. The reactants are: Cl[C:2]1[C:11]2[C:6](=[CH:7][CH:8]=[CH:9][CH:10]=2)[N:5]=[CH:4][C:3]=1[NH:12][CH:13]=O.Cl.[C:16]([O:20][NH2:21])([CH3:19])([CH3:18])[CH3:17]. (3) Given the product [Cl:1][C:2]1[C:11]2[C:6](=[C:7]([Cl:12])[CH:8]=[CH:9][CH:10]=2)[C:5]([O:13][CH2:14][CH3:15])=[CH:4][N:3]=1, predict the reactants needed to synthesize it. The reactants are: [Cl:1][C:2]1[C:11]2[C:6](=[C:7]([Cl:12])[CH:8]=[CH:9][CH:10]=2)[C:5]([OH:13])=[CH:4][N:3]=1.[CH2:14]1CCN2C(=NCCC2)C[CH2:15]1.C(Cl)(C)C. (4) Given the product [C:1]([O:5][C:6](=[O:31])[CH2:7][O:8][CH:9]1[CH2:14][CH2:13][CH2:12][CH:11]([NH:15][C:16]2[C:17]3[C:24]([Br:32])=[C:23]([C:25]4[CH:26]=[CH:27][CH:28]=[CH:29][CH:30]=4)[O:22][C:18]=3[N:19]=[CH:20][N:21]=2)[CH2:10]1)([CH3:4])([CH3:2])[CH3:3], predict the reactants needed to synthesize it. The reactants are: [C:1]([O:5][C:6](=[O:31])[CH2:7][O:8][CH:9]1[CH2:14][CH2:13][CH2:12][CH:11]([NH:15][C:16]2[C:17]3[CH:24]=[C:23]([C:25]4[CH:30]=[CH:29][CH:28]=[CH:27][CH:26]=4)[O:22][C:18]=3[N:19]=[CH:20][N:21]=2)[CH2:10]1)([CH3:4])([CH3:3])[CH3:2].[Br:32]N1C(=O)CCC1=O. (5) Given the product [OH:31][C:11]([CH2:12][CH2:13][CH2:14][CH2:15][C@H:16]1[C@@H:24]2[C@@H:19]([NH:20][C:21]([NH:23]2)=[O:22])[CH2:18][S:17]1)=[O:25], predict the reactants needed to synthesize it. The reactants are: N(C1C=CC(C(N([C:11](=[O:25])[CH2:12][CH2:13][CH2:14][CH2:15][C@H:16]2[C@@H:24]3[C@@H:19]([NH:20][C:21]([NH:23]3)=[O:22])[CH2:18][S:17]2)N)=O)=CC=1)N.C(OC)(=O)CC(C)=[O:31].C(O)(=O)C. (6) Given the product [Br:8][CH2:33][C:30]1[CH:31]=[C:32]2[C:27](=[CH:28][CH:29]=1)[N:26]([C:34]([O:36][C:37]([CH3:40])([CH3:39])[CH3:38])=[O:35])[N:25]=[C:24]2[C:22]1[N:21]=[N:20][N:19]([C:16]2[CH:17]=[CH:18][C:13]([C:11]([O:10][CH3:9])=[O:12])=[CH:14][CH:15]=2)[CH:23]=1, predict the reactants needed to synthesize it. The reactants are: C1C(=O)N([Br:8])C(=O)C1.[CH3:9][O:10][C:11]([C:13]1[CH:18]=[CH:17][C:16]([N:19]2[CH:23]=[C:22]([C:24]3[C:32]4[C:27](=[CH:28][CH:29]=[C:30]([CH3:33])[CH:31]=4)[N:26]([C:34]([O:36][C:37]([CH3:40])([CH3:39])[CH3:38])=[O:35])[N:25]=3)[N:21]=[N:20]2)=[CH:15][CH:14]=1)=[O:12].